Dataset: Full USPTO retrosynthesis dataset with 1.9M reactions from patents (1976-2016). Task: Predict the reactants needed to synthesize the given product. (1) The reactants are: [Cl:1][C:2]1[S:6][C:5]([S:7]([N:10]([S:29]([C:32]2[S:33][C:34]([Cl:37])=[CH:35][CH:36]=2)(=[O:31])=[O:30])[C:11]2[C:19]3[C:14](=[CH:15][CH:16]=[CH:17][C:18]=3[C:20]#[N:21])[N:13](C(OC(C)(C)C)=O)[N:12]=2)(=[O:9])=[O:8])=[CH:4][CH:3]=1.C1CCCCC1.C(OCC)(=O)C. Given the product [Cl:37][C:34]1[S:33][C:32]([S:29]([N:10]([S:7]([C:5]2[S:6][C:2]([Cl:1])=[CH:3][CH:4]=2)(=[O:8])=[O:9])[C:11]2[C:19]3[C:14](=[CH:15][CH:16]=[CH:17][C:18]=3[C:20]#[N:21])[NH:13][N:12]=2)(=[O:30])=[O:31])=[CH:36][CH:35]=1, predict the reactants needed to synthesize it. (2) Given the product [NH2:1][C:2]1[N:7]=[C:6]([NH:21][C@@H:22]([CH2:26][CH2:27][CH2:28][CH3:29])[CH2:23][CH2:24][OH:25])[C:5]([C:9]#[C:10][CH2:11][NH:12][C:13](=[O:19])[O:14][C:15]([CH3:18])([CH3:17])[CH3:16])=[C:4]([CH3:20])[N:3]=1, predict the reactants needed to synthesize it. The reactants are: [NH2:1][C:2]1[N:7]=[C:6](Cl)[C:5]([C:9]#[C:10][CH2:11][NH:12][C:13](=[O:19])[O:14][C:15]([CH3:18])([CH3:17])[CH3:16])=[C:4]([CH3:20])[N:3]=1.[NH2:21][C@@H:22]([CH2:26][CH2:27][CH2:28][CH3:29])[CH2:23][CH2:24][OH:25]. (3) Given the product [F:1][C:2]1[CH:3]=[CH:5][CH:6]=[C:7]([N+:10]([O-:12])=[O:11])[C:8]=1[F:9], predict the reactants needed to synthesize it. The reactants are: [F:1][C:2]1[C:8]([F:9])=[CH:7][CH:6]=[CH:5][C:3]=1N.[N:10]([O-:12])=[O:11].[Na+].S(=O)(=O)(O)O. (4) Given the product [N:17]1[CH:18]=[CH:19][CH:20]=[CH:21][C:16]=1[NH:15][C:12]1[CH:13]=[CH:14][C:9]([O:8][C:3]2[C:2]([C:30]3([OH:33])[CH2:31][CH2:32][O:27][CH2:28][CH2:29]3)=[CH:7][CH:6]=[CH:5][N:4]=2)=[CH:10][CH:11]=1, predict the reactants needed to synthesize it. The reactants are: Br[C:2]1[C:3]([O:8][C:9]2[CH:14]=[CH:13][C:12]([NH:15][C:16]3[CH:21]=[CH:20][CH:19]=[CH:18][N:17]=3)=[CH:11][CH:10]=2)=[N:4][CH:5]=[CH:6][CH:7]=1.C([Mg]Cl)(C)C.[O:27]1[CH2:32][CH2:31][C:30](=[O:33])[CH2:29][CH2:28]1.